Regression/Classification. Given a drug SMILES string, predict its absorption, distribution, metabolism, or excretion properties. Task type varies by dataset: regression for continuous measurements (e.g., permeability, clearance, half-life) or binary classification for categorical outcomes (e.g., BBB penetration, CYP inhibition). Dataset: cyp1a2_veith. From a dataset of CYP1A2 inhibition data for predicting drug metabolism from PubChem BioAssay. (1) The molecule is COc1cccc(-c2ccc3ncnc(N4CCN(C)CC4)c3c2)c1. The result is 1 (inhibitor). (2) The drug is CC(=O)NS(=O)(=O)c1ccc(NC(=S)NC(=O)c2ccco2)cc1. The result is 0 (non-inhibitor). (3) The drug is N#Cc1cnc2c(N=Nc3ccccc3Cl)c(N)nn2c1-c1ccccc1. The result is 1 (inhibitor). (4) The drug is CN(C)C(=C(C#N)C#N)N1CCN(c2ccc(Cl)c(Cl)c2)CC1. The result is 1 (inhibitor). (5) The compound is CN1CCN(NC(=O)CN2C(=O)/C(=C/c3c(Cl)cccc3Cl)SC2=S)CC1. The result is 0 (non-inhibitor). (6) The drug is CCOC(=O)C(C)CC(C)C(=O)N1CCOCCN(C(=O)C(C)CC(C)C(=O)OCC)CCOCC1. The result is 0 (non-inhibitor). (7) The compound is O=C(CSc1nc2ccccc2[nH]1)Nc1c(F)cccc1F. The result is 1 (inhibitor). (8) The drug is COC(=O)NCC(c1cccnc1)N1CCN(c2ccccc2OC)CC1. The result is 0 (non-inhibitor).